This data is from Forward reaction prediction with 1.9M reactions from USPTO patents (1976-2016). The task is: Predict the product of the given reaction. (1) The product is: [CH3:1][C:2]1[C:3]([CH2:15][O:16][C:17]2[CH:22]=[CH:21][C:20]([N:23]3[C:27]([CH3:28])=[C:26]([Br:35])[C:25]([CH3:29])=[N:24]3)=[CH:19][C:18]=2[CH3:30])=[C:4]([N:8]2[C:12](=[O:13])[N:11]([CH3:14])[N:10]=[N:9]2)[CH:5]=[CH:6][CH:7]=1. Given the reactants [CH3:1][C:2]1[C:3]([CH2:15][O:16][C:17]2[CH:22]=[CH:21][C:20]([N:23]3[C:27]([CH3:28])=[CH:26][C:25]([CH3:29])=[N:24]3)=[CH:19][C:18]=2[CH3:30])=[C:4]([N:8]2[C:12](=[O:13])[N:11]([CH3:14])[N:10]=[N:9]2)[CH:5]=[CH:6][CH:7]=1.C(Cl)(Cl)Cl.[Br:35]N1C(=O)CCC1=O, predict the reaction product. (2) Given the reactants [B-](F)(F)(F)F.C1C=CN=CC=1.C1C=CN=CC=1.[IH2+:18].[F:19][C:20]([F:34])([F:33])[CH2:21][N:22]1[CH:31]=[CH:30][C:29]2[C:24](=[CH:25][CH:26]=[CH:27][CH:28]=2)[C:23]1=[O:32].FC(F)(F)S(O)(=O)=O.C(OCC)C, predict the reaction product. The product is: [I:18][C:30]1[C:29]2[C:24](=[CH:25][CH:26]=[CH:27][CH:28]=2)[C:23](=[O:32])[N:22]([CH2:21][C:20]([F:19])([F:33])[F:34])[CH:31]=1. (3) Given the reactants [Br:1][CH2:2][CH2:3][CH2:4][CH2:5][CH2:6][CH2:7][CH2:8][C:9]1[CH:14]=[CH:13][C:12]([OH:15])=[CH:11][CH:10]=1.C([O-])([O-])=O.[K+].[K+].[CH2:22](Br)[C:23]1[CH:28]=[CH:27][CH:26]=[CH:25][CH:24]=1, predict the reaction product. The product is: [Br:1][CH2:2][CH2:3][CH2:4][CH2:5][CH2:6][CH2:7][CH2:8][C:9]1[CH:14]=[CH:13][C:12]([O:15][CH2:22][C:23]2[CH:28]=[CH:27][CH:26]=[CH:25][CH:24]=2)=[CH:11][CH:10]=1. (4) The product is: [CH3:29][N:6]1[C:5]2[CH:8]=[C:9]([CH2:12][CH:13]3[CH2:18][CH2:17][CH2:16][N:15]([C:19]([O:21][C:22]([CH3:25])([CH3:24])[CH3:23])=[O:20])[CH2:14]3)[CH:10]=[CH:11][C:4]=2[O:3][C:2](=[O:1])[CH2:7]1. Given the reactants [O:1]=[C:2]1[CH2:7][NH:6][C:5]2[CH:8]=[C:9]([CH2:12][CH:13]3[CH2:18][CH2:17][CH2:16][N:15]([C:19]([O:21][C:22]([CH3:25])([CH3:24])[CH3:23])=[O:20])[CH2:14]3)[CH:10]=[CH:11][C:4]=2[O:3]1.[H-].[Na+].O.[CH3:29]N(C)C=O, predict the reaction product. (5) Given the reactants [CH2:1]([O:3][C:4]1[CH:12]=[CH:11][CH:10]=[C:9](CCCCCCCCCCCCCCC)[C:5]=1[C:6](O)=[O:7])[CH3:2].S(Cl)([Cl:30])=O.CN(C)C=O, predict the reaction product. The product is: [CH2:1]([O:3][C:4]1[CH:12]=[CH:11][CH:10]=[CH:9][C:5]=1[C:6]([Cl:30])=[O:7])[CH3:2]. (6) Given the reactants [O:1]1[CH2:6][CH2:5][N:4]([CH2:7][CH2:8][O:9][C:10]2[CH:17]=[CH:16][C:13](C=O)=[CH:12][C:11]=2[N+:18]([O-:20])=[O:19])[CH2:3][CH2:2]1.[CH:21]([O:26][CH3:27])([O:24][CH3:25])OC.Cl.CO.C(=O)([O-])[O-].[K+].[K+], predict the reaction product. The product is: [CH3:27][O:26][CH:21]([O:24][CH3:25])[C:13]1[CH:16]=[CH:17][C:10]([O:9][CH2:8][CH2:7][N:4]2[CH2:3][CH2:2][O:1][CH2:6][CH2:5]2)=[C:11]([N+:18]([O-:20])=[O:19])[CH:12]=1. (7) Given the reactants [CH:1]1[C:10]2[CH2:9][CH2:8][CH2:7][CH2:6][C:5]=2[CH:4]=[CH:3][C:2]=1[NH:11][CH2:12][CH2:13][C:14]1[CH:15]=[N:16][C:17]([C:20]([F:23])([F:22])[F:21])=[CH:18][CH:19]=1.[C:24]([C:32](O)=[O:33])(=[O:31])[C:25]1[CH:30]=[CH:29][CH:28]=[CH:27][CH:26]=1, predict the reaction product. The product is: [O:31]=[C:24]([C:25]1[CH:30]=[CH:29][CH:28]=[CH:27][CH:26]=1)[C:32]([N:11]([C:2]1[CH:3]=[CH:4][C:5]2[CH2:6][CH2:7][CH2:8][CH2:9][C:10]=2[CH:1]=1)[CH2:12][CH2:13][C:14]1[CH:15]=[N:16][C:17]([C:20]([F:21])([F:22])[F:23])=[CH:18][CH:19]=1)=[O:33]. (8) Given the reactants N1C(C2C=C3C(=CC=2)C(=O)NCC3)=CC=N1.O1CCCCC1[N:23]1[C:27]([C:28]2[CH:37]=[CH:36][C:35]3[C:30](=[CH:31][CH:32]=[C:33]([C:38]([O:40][CH3:41])=[O:39])[CH:34]=3)[N:29]=2)=[CH:26][CH:25]=[N:24]1, predict the reaction product. The product is: [NH:23]1[C:27]([C:28]2[CH:37]=[CH:36][C:35]3[C:30](=[CH:31][CH:32]=[C:33]([C:38]([O:40][CH3:41])=[O:39])[CH:34]=3)[N:29]=2)=[CH:26][CH:25]=[N:24]1.